This data is from HIV replication inhibition screening data with 41,000+ compounds from the AIDS Antiviral Screen. The task is: Binary Classification. Given a drug SMILES string, predict its activity (active/inactive) in a high-throughput screening assay against a specified biological target. (1) The compound is CCOC(=O)N1N=C(c2ccccc2)OC2(N3CCOCC3)CCC(C(C)(C)C)CC12. The result is 1 (active). (2) The molecule is COc1ccc(C(C#N)=Cc2ccc(N(C)C)cc2)cc1. The result is 0 (inactive). (3) The compound is N#Cc1c(C#N)c(SSc2c(C#N)c(C#N)c(N)n2-c2ccccc2)n(-c2ccccc2)c1N. The result is 0 (inactive). (4) The drug is CN(C)CCCc1cccc2[nH]c3c(c12)CN(C)CC3.Cl. The result is 0 (inactive). (5) The molecule is O=c1oc2ccccc2c(-c2ccc(O)cc2)c1Oc1ccccc1. The result is 0 (inactive). (6) The compound is Cl.N#CC(=C1CCN(Cc2ccccc2)CC1)c1ccccc1. The result is 0 (inactive). (7) The molecule is C=Cc1cc[n+](CC(=O)c2ccc(-c3ccccc3)cc2)cc1. The result is 0 (inactive). (8) The drug is CC(=O)Nc1cc(S(=O)(=O)O)cc2cc(S(=O)(=O)O)c(N=Nc3ccc(C(=O)Nc4ccc5cc(S(=O)(=O)O)ccc5c4)cc3)c(O)c12. The result is 0 (inactive). (9) The result is 0 (inactive). The molecule is CC1(C)CNCC(C)(OCCCOC2(C)CNCC(C)(C)NC2=O)C(=O)N1.